The task is: Predict the reaction yield, written as a fraction of the theoretical maximum amount of product (1.0 means a 100% yield; for example, 0.34 means a 34% yield).. This data is from Reaction yield outcomes from USPTO patents with 853,638 reactions. (1) The reactants are [Cl:1][C:2]1[N:7]=[C:6]([C:8](OC)=[O:9])[CH:5]=[C:4]([N:12]([CH2:17][CH:18]2[CH2:22][O:21][C:20]([CH3:24])([CH3:23])[O:19]2)[S:13]([CH3:16])(=[O:15])=[O:14])[N:3]=1.[NH3:25]. The catalyst is CO. The product is [Cl:1][C:2]1[N:7]=[C:6]([C:8]([NH2:25])=[O:9])[CH:5]=[C:4]([N:12]([CH2:17][CH:18]2[CH2:22][O:21][C:20]([CH3:24])([CH3:23])[O:19]2)[S:13]([CH3:16])(=[O:15])=[O:14])[N:3]=1. The yield is 0.820. (2) The reactants are Br[C:2]1[N:3]=[C:4]([C:21]#[N:22])[C:5]([N:8]2[CH2:13][CH2:12][N:11]([C:14]([O:16][C:17]([CH3:20])([CH3:19])[CH3:18])=[O:15])[CH2:10][CH2:9]2)=[N:6][CH:7]=1.[S:23]1[CH:27]=[CH:26][CH:25]=[C:24]1B(O)O.C([O-])([O-])=O.[Cs+].[Cs+].O1CCOCC1. The catalyst is [Cl-].[Na+].O.C1C=CC([P]([Pd]([P](C2C=CC=CC=2)(C2C=CC=CC=2)C2C=CC=CC=2)([P](C2C=CC=CC=2)(C2C=CC=CC=2)C2C=CC=CC=2)[P](C2C=CC=CC=2)(C2C=CC=CC=2)C2C=CC=CC=2)(C2C=CC=CC=2)C2C=CC=CC=2)=CC=1.O. The product is [C:21]([C:4]1[C:5]([N:8]2[CH2:13][CH2:12][N:11]([C:14]([O:16][C:17]([CH3:20])([CH3:19])[CH3:18])=[O:15])[CH2:10][CH2:9]2)=[N:6][CH:7]=[C:2]([C:24]2[S:23][CH:27]=[CH:26][CH:25]=2)[N:3]=1)#[N:22]. The yield is 0.700. (3) No catalyst specified. The reactants are [CH2:1]([O:3][C:4](=[O:17])[CH2:5][C:6]([NH:8][C:9]1[CH:14]=[CH:13][C:12]([I:15])=[CH:11][C:10]=1[F:16])=[O:7])[CH3:2].Cl[CH2:19][C:20]1[CH:25]=[CH:24][N:23]=[CH:22][N:21]=1.[OH-].[K+]. The product is [CH2:1]([O:3][C:4](=[O:17])[CH:5]([CH2:19][C:20]1[CH:25]=[CH:24][N:23]=[CH:22][N:21]=1)[C:6]([NH:8][C:9]1[CH:14]=[CH:13][C:12]([I:15])=[CH:11][C:10]=1[F:16])=[O:7])[CH3:2]. The yield is 0.390. (4) The reactants are [Cl:1][C:2]1[CH:7]=[CH:6][C:5]([CH:8]([CH2:13]O)[C:9]([O:11][CH3:12])=[O:10])=[CH:4][CH:3]=1.CS(Cl)(=O)=O. The catalyst is C(Cl)Cl. The product is [Cl:1][C:2]1[CH:3]=[CH:4][C:5]([C:8](=[CH2:13])[C:9]([O:11][CH3:12])=[O:10])=[CH:6][CH:7]=1. The yield is 0.850.